From a dataset of Forward reaction prediction with 1.9M reactions from USPTO patents (1976-2016). Predict the product of the given reaction. (1) Given the reactants [CH2:1]1[O:12][C:11]2[C:10]([O:13][CH3:14])=[CH:9][C:5]([C:6](O)=[O:7])=[CH:4][C:3]=2[O:2]1.S(Cl)([Cl:17])=O, predict the reaction product. The product is: [CH2:1]1[O:12][C:11]2[C:10]([O:13][CH3:14])=[CH:9][C:5]([C:6]([Cl:17])=[O:7])=[CH:4][C:3]=2[O:2]1. (2) Given the reactants Cl.[NH2:2][C@@H:3]1[CH2:5][C@H:4]1[C:6]1[CH:11]=[CH:10][C:9]([NH:12][C:13](=[O:24])[C:14]2[CH:19]=[CH:18][CH:17]=[C:16]([C:20]([F:23])([F:22])[F:21])[CH:15]=2)=[CH:8][CH:7]=1.[CH:25](=O)[C:26]1[CH:31]=[CH:30][CH:29]=[CH:28][CH:27]=1.C(=O)([O-])O.[Na+].[BH4-].[Na+], predict the reaction product. The product is: [CH2:25]([NH:2][C@@H:3]1[CH2:5][C@H:4]1[C:6]1[CH:7]=[CH:8][C:9]([NH:12][C:13](=[O:24])[C:14]2[CH:19]=[CH:18][CH:17]=[C:16]([C:20]([F:22])([F:23])[F:21])[CH:15]=2)=[CH:10][CH:11]=1)[C:26]1[CH:31]=[CH:30][CH:29]=[CH:28][CH:27]=1. (3) Given the reactants [Br:1][C:2]1[CH:3]=[C:4]([CH:6]=[CH:7][CH:8]=1)N.[CH2:9]([N:11](CC)CC)[CH3:10].S(OCC)(OCC)(=O)=O.O, predict the reaction product. The product is: [Br:1][C:2]1[CH:3]=[C:4]([CH2:10][CH2:9][NH2:11])[CH:6]=[CH:7][CH:8]=1. (4) Given the reactants Br[C:2]1[CH:11]=[CH:10][CH:9]=[C:8]2[C:3]=1[CH:4]=[CH:5][N:6]=[C:7]2[NH:12][CH2:13][CH2:14][CH2:15][N:16]([CH3:18])[CH3:17].CC1(C)C(C)(C)OB([C:27]2[CH:28]=[C:29]3[C:34](=[CH:35][CH:36]=2)[CH:33]=[C:32]([NH:37][C:38]([C:40]2[CH:44]=[CH:43][S:42][CH:41]=2)=[O:39])[CH:31]=[CH:30]3)O1.C(=O)([O-])[O-].[K+].[K+], predict the reaction product. The product is: [CH3:17][N:16]([CH3:18])[CH2:15][CH2:14][CH2:13][NH:12][C:7]1[C:8]2[C:3](=[C:2]([C:27]3[CH:28]=[C:29]4[C:34](=[CH:35][CH:36]=3)[CH:33]=[C:32]([NH:37][C:38]([C:40]3[CH:44]=[CH:43][S:42][CH:41]=3)=[O:39])[CH:31]=[CH:30]4)[CH:11]=[CH:10][CH:9]=2)[CH:4]=[CH:5][N:6]=1. (5) Given the reactants C(OC([NH:8][C@@H:9]([CH2:17][CH2:18][CH2:19][C:20]([O:22]C(C)(C)C)=[O:21])[C:10]([O:12]C(C)(C)C)=[O:11])=O)(C)(C)C.C[Si]([N-][Si](C)(C)C)(C)C.[Li+].[C:37]([C:39]1[CH:46]=[CH:45][C:42]([CH2:43]Br)=[CH:41][C:40]=1[F:47])#[N:38], predict the reaction product. The product is: [NH2:8][C@@H:9]([CH2:17][CH2:18][CH:19]([CH2:43][C:42]1[CH:45]=[CH:46][C:39]([C:37]#[N:38])=[C:40]([F:47])[CH:41]=1)[C:20]([OH:22])=[O:21])[C:10]([OH:12])=[O:11]. (6) Given the reactants [CH3:1][N:2]([CH3:19])[C:3]([C@@H:5]1[CH2:10][O:9][CH2:8][C:7](=O)[N:6]1[CH2:12][C:13]1[CH:18]=[CH:17][CH:16]=[CH:15][CH:14]=1)=O.[H-].[H-].[H-].[H-].[Li+].[Al+3].O.[OH-].[Na+], predict the reaction product. The product is: [CH3:1][N:2]([CH3:19])[CH2:3][C@@H:5]1[CH2:10][O:9][CH2:8][CH2:7][N:6]1[CH2:12][C:13]1[CH:18]=[CH:17][CH:16]=[CH:15][CH:14]=1.